This data is from Full USPTO retrosynthesis dataset with 1.9M reactions from patents (1976-2016). The task is: Predict the reactants needed to synthesize the given product. Given the product [Br:11][C:12]1[CH:13]=[C:14]([CH:18]([N:25]2[CH:29]=[C:28]([C:30]3[C:31]4[CH:38]=[CH:37][N:36]([CH2:39][O:40][CH2:41][CH2:42][Si:43]([CH3:44])([CH3:46])[CH3:45])[C:32]=4[N:33]=[CH:34][N:35]=3)[CH:27]=[N:26]2)[CH2:19][CH:20]=[O:21])[CH:15]=[CH:16][CH:17]=1, predict the reactants needed to synthesize it. The reactants are: [H-].C([Al+]CC(C)C)C(C)C.[Br:11][C:12]1[CH:13]=[C:14]([CH:18]([N:25]2[CH:29]=[C:28]([C:30]3[C:31]4[CH:38]=[CH:37][N:36]([CH2:39][O:40][CH2:41][CH2:42][Si:43]([CH3:46])([CH3:45])[CH3:44])[C:32]=4[N:33]=[CH:34][N:35]=3)[CH:27]=[N:26]2)[CH2:19][C:20](OCC)=[O:21])[CH:15]=[CH:16][CH:17]=1.C(Cl)Cl.